Dataset: Peptide-MHC class II binding affinity with 134,281 pairs from IEDB. Task: Regression. Given a peptide amino acid sequence and an MHC pseudo amino acid sequence, predict their binding affinity value. This is MHC class II binding data. (1) The binding affinity (normalized) is 0.0353. The peptide sequence is AAVPAVGAAAGAPAA. The MHC is DRB3_0101 with pseudo-sequence DRB3_0101. (2) The peptide sequence is GTKTEAEDVIPEGWK. The MHC is HLA-DQA10501-DQB10201 with pseudo-sequence HLA-DQA10501-DQB10201. The binding affinity (normalized) is 0.398. (3) The peptide sequence is PEKPDSVTPMILKAQK. The binding affinity (normalized) is 0.358. The MHC is HLA-DPA10301-DPB10402 with pseudo-sequence HLA-DPA10301-DPB10402. (4) The peptide sequence is PELQNFLNFLEANGL. The MHC is HLA-DPA10301-DPB10402 with pseudo-sequence HLA-DPA10301-DPB10402. The binding affinity (normalized) is 0.573. (5) The MHC is DRB1_0405 with pseudo-sequence DRB1_0405. The peptide sequence is LPISPLSNSLLRHHNMVYAT. The binding affinity (normalized) is 0.601. (6) The peptide sequence is VVIEELFNRIPETSV. The MHC is HLA-DPA10201-DPB10501 with pseudo-sequence HLA-DPA10201-DPB10501. The binding affinity (normalized) is 0.294.